From a dataset of Experimental lipophilicity measurements (octanol/water distribution) for 4,200 compounds from AstraZeneca. Regression/Classification. Given a drug SMILES string, predict its absorption, distribution, metabolism, or excretion properties. Task type varies by dataset: regression for continuous measurements (e.g., permeability, clearance, half-life) or binary classification for categorical outcomes (e.g., BBB penetration, CYP inhibition). For this dataset (lipophilicity_astrazeneca), we predict Y. (1) The compound is COc1cc2ncc(C(N)=O)c(Nc3ccc(F)c(Cl)c3)c2cc1OC. The Y is 3.22 logD. (2) The drug is COCCNCc1ccc(-c2cc(C(N)=O)c(NC(N)=O)s2)cc1. The Y is 0.870 logD. (3) The molecule is CSc1ncccc1C(=O)NCC1CCCCC1. The Y is 2.93 logD. (4) The compound is NC1CCN(c2nccc(C(=O)NCC34CC5CC(CC(C5)C3)C4)c2Cl)CC1. The Y is 1.19 logD. (5) The molecule is O=C(O)[C@H](Cc1ccc(F)cc1)N1CCC(CN2CCC(Oc3ccc(Cl)c(Cl)c3)CC2)CC1. The Y is 2.98 logD. (6) The compound is O=C(O)COc1cccc(C(=O)N2CCC(N3CCC(Oc4ccc(Cl)c(Cl)c4)CC3)CC2)c1. The Y is 1.09 logD.